This data is from Forward reaction prediction with 1.9M reactions from USPTO patents (1976-2016). The task is: Predict the product of the given reaction. (1) Given the reactants [NH2:1][C:2]1[C:10]2[C:5](=[N:6][C:7]([C:18]3[CH:23]=[CH:22][CH:21]=[CH:20][C:19]=3[Cl:24])=[C:8]([C:11]3[CH:16]=[CH:15][C:14]([Cl:17])=[CH:13][CH:12]=3)[CH:9]=2)[O:4][C:3]=1[C:25]([O:27][CH2:28][CH3:29])=[O:26].C(N(CC)CC)C.[F:37][C:38]([F:49])([F:48])[C:39](O[C:39](=[O:40])[C:38]([F:49])([F:48])[F:37])=[O:40], predict the reaction product. The product is: [Cl:24][C:19]1[CH:20]=[CH:21][CH:22]=[CH:23][C:18]=1[C:7]1[N:6]=[C:5]2[O:4][C:3]([C:25]([O:27][CH2:28][CH3:29])=[O:26])=[C:2]([NH:1][C:39](=[O:40])[C:38]([F:49])([F:48])[F:37])[C:10]2=[CH:9][C:8]=1[C:11]1[CH:16]=[CH:15][C:14]([Cl:17])=[CH:13][CH:12]=1. (2) Given the reactants C1C=CC2N(O)N=NC=2C=1.[O:11]=[CH:12][CH2:13][C:14]([OH:16])=O.CCN=C=NCCCN(C)C.Cl.[N:29]1([C:35]2[CH:40]=[CH:39][C:38]([NH2:41])=[CH:37][CH:36]=2)[CH2:34][CH2:33][O:32][CH2:31][CH2:30]1, predict the reaction product. The product is: [N:29]1([C:35]2[CH:36]=[CH:37][C:38]([NH:41][C:14](=[O:16])[CH2:13][CH:12]=[O:11])=[CH:39][CH:40]=2)[CH2:30][CH2:31][O:32][CH2:33][CH2:34]1.